From a dataset of Forward reaction prediction with 1.9M reactions from USPTO patents (1976-2016). Predict the product of the given reaction. (1) Given the reactants [N:1]1([C:7]2[CH:8]=[CH:9][C:10]3[N:11]([C:13]([C:16]([F:19])([F:18])[F:17])=[N:14][N:15]=3)[N:12]=2)[CH2:6][CH2:5][NH:4][CH2:3][CH2:2]1.[CH:20]([C:22]1[CH:32]=[CH:31][C:25]([C:26]([N:28]([CH3:30])[CH3:29])=[O:27])=[CH:24][CH:23]=1)=O, predict the reaction product. The product is: [CH3:30][N:28]([CH3:29])[C:26](=[O:27])[C:25]1[CH:31]=[CH:32][C:22]([CH2:20][N:4]2[CH2:3][CH2:2][N:1]([C:7]3[CH:8]=[CH:9][C:10]4[N:11]([C:13]([C:16]([F:17])([F:18])[F:19])=[N:14][N:15]=4)[N:12]=3)[CH2:6][CH2:5]2)=[CH:23][CH:24]=1. (2) The product is: [F:36][C:37]([F:42])([F:41])[C:38]([OH:40])=[O:39].[Cl:1][C:2]1[CH:7]=[C:6]([Cl:8])[CH:5]=[CH:4][C:3]=1[S:9][C:10]1[CH:15]=[CH:14][C:13](/[CH:16]=[CH:17]/[C:18]([N:20]2[CH2:21][CH2:22][NH:23][CH2:24][CH2:25]2)=[O:19])=[CH:12][C:11]=1[N+:33]([O-:35])=[O:34]. Given the reactants [Cl:1][C:2]1[CH:7]=[C:6]([Cl:8])[CH:5]=[CH:4][C:3]=1[S:9][C:10]1[CH:15]=[CH:14][C:13](/[CH:16]=[CH:17]/[C:18]([N:20]2[CH2:25][CH2:24][N:23](C(OC(C)(C)C)=O)[CH2:22][CH2:21]2)=[O:19])=[CH:12][C:11]=1[N+:33]([O-:35])=[O:34].[F:36][C:37]([F:42])([F:41])[C:38]([OH:40])=[O:39], predict the reaction product. (3) Given the reactants [F:1][C:2]([F:11])([F:10])[C:3]1[CH:9]=[CH:8][CH:7]=[CH:6][C:4]=1[NH2:5].[Cl:12][CH2:13][C:14](Cl)=[O:15], predict the reaction product. The product is: [Cl:12][CH2:13][C:14]([NH:5][C:4]1[CH:6]=[CH:7][CH:8]=[CH:9][C:3]=1[C:2]([F:10])([F:11])[F:1])=[O:15].